Predict the reactants needed to synthesize the given product. From a dataset of Full USPTO retrosynthesis dataset with 1.9M reactions from patents (1976-2016). The reactants are: CON=[CH:4][C@@H:5]1[C@@H:9]([CH2:10][O:11][N:12]2[C:16](=[O:17])[C:15]3=[CH:18][CH:19]=[CH:20][CH:21]=[C:14]3[C:13]2=[O:22])[O:8][C@@H:7]([N:23]2[CH:31]=[C:29]([CH3:30])[C:27](=[O:28])[NH:26][C:24]2=[O:25])[CH2:6]1.CC=[O:34]. Given the product [CH:4]([C@@H:5]1[C@@H:9]([CH2:10][O:11][N:12]2[C:16](=[O:17])[C:15]3=[CH:18][CH:19]=[CH:20][CH:21]=[C:14]3[C:13]2=[O:22])[O:8][C@@H:7]([N:23]2[CH:31]=[C:29]([CH3:30])[C:27](=[O:28])[NH:26][C:24]2=[O:25])[CH2:6]1)=[O:34], predict the reactants needed to synthesize it.